From a dataset of Catalyst prediction with 721,799 reactions and 888 catalyst types from USPTO. Predict which catalyst facilitates the given reaction. (1) Reactant: CO[C:3]([C:5]1[C:14](=[O:15])[N:13]([CH3:16])[C:8]2=[N:9][CH:10]=[CH:11][N:12]=[C:7]2[C:6]=1[O:17]C(=O)C(C)C)=[O:4].O[NH:24][C:25](=[NH:27])[CH3:26]. Product: [OH:17][C:6]1[C:7]2[C:8](=[N:9][CH:10]=[CH:11][N:12]=2)[N:13]([CH3:16])[C:14](=[O:15])[C:5]=1[C:3]1[O:4][N:27]=[C:25]([CH3:26])[N:24]=1. The catalyst class is: 11. (2) Reactant: O[C@@H:2]1[CH2:19][C@@:17]2([CH3:18])[C@@H:13]([CH:14]=[CH:15][C:16]2=[O:20])[C@H:12]2[C@H:3]1[C@:4]1([CH3:22])[CH:9]([CH2:10][CH2:11]2)[CH2:8][C:7](=[O:21])[CH2:6][CH2:5]1.O.[C:24]1(C)C(S(O)(=O)=O)=CC=C[CH:29]=1.C(OCC)(OCC)OCC. Product: [CH2:24]([O:21][C:7]1[CH2:6][CH2:5][C@@:4]2([CH3:22])[C:9](=[CH:10][CH2:11][C@@H:12]3[C@@H:3]2[CH2:2][CH2:19][C@@:17]2([CH3:18])[C@H:13]3[CH2:14][CH2:15][C:16]2=[O:20])[CH:8]=1)[CH3:29]. The catalyst class is: 8.